This data is from Forward reaction prediction with 1.9M reactions from USPTO patents (1976-2016). The task is: Predict the product of the given reaction. (1) Given the reactants [CH2:1]([N:8]1[CH2:13][CH2:12][C:11]([CH2:15][O:16][C:17]2[CH:22]=[CH:21][C:20]([C:23]([OH:25])=[O:24])=[CH:19][CH:18]=2)([OH:14])[CH2:10][CH2:9]1)[C:2]1[CH:7]=[CH:6][CH:5]=[CH:4][CH:3]=1.[CH3:26][Si](C=[N+]=[N-])(C)C, predict the reaction product. The product is: [CH2:1]([N:8]1[CH2:9][CH2:10][C:11]([CH2:15][O:16][C:17]2[CH:22]=[CH:21][C:20]([C:23]([O:25][CH3:26])=[O:24])=[CH:19][CH:18]=2)([OH:14])[CH2:12][CH2:13]1)[C:2]1[CH:7]=[CH:6][CH:5]=[CH:4][CH:3]=1. (2) Given the reactants [CH:1](O)=[O:2].C(OC(=O)C)(=O)C.[CH3:11][C:12]1[CH:21]=[C:20]([CH2:22][O:23][C:24]2[CH:29]=[CH:28][C:27]([S:30]([CH2:33][CH:34]([NH:42][OH:43])[CH:35]=[C:36]3[CH2:41][CH2:40][S:39][CH2:38][CH2:37]3)(=[O:32])=[O:31])=[CH:26][CH:25]=2)[C:19]2[C:14](=[CH:15][CH:16]=[CH:17][CH:18]=2)[N:13]=1, predict the reaction product. The product is: [OH:43][N:42]([CH:34]([CH:35]=[C:36]1[CH2:37][CH2:38][S:39][CH2:40][CH2:41]1)[CH2:33][S:30]([C:27]1[CH:26]=[CH:25][C:24]([O:23][CH2:22][C:20]2[C:19]3[C:14](=[CH:15][CH:16]=[CH:17][CH:18]=3)[N:13]=[C:12]([CH3:11])[CH:21]=2)=[CH:29][CH:28]=1)(=[O:31])=[O:32])[CH:1]=[O:2]. (3) Given the reactants [F:1][C:2]1([F:20])[O:6][C:5]2[CH:7]=[C:8]([CH3:19])[C:9]([C:11]3[CH:17]=[CH:16][C:14]([NH2:15])=[CH:13][C:12]=3[F:18])=[CH:10][C:4]=2[O:3]1.[F:21][C:22]1[CH:30]=[CH:29][CH:28]=[C:27]([F:31])[C:23]=1[C:24](Cl)=[O:25].CCN(C(C)C)C(C)C.C([O-])(O)=O.[Na+].C(Cl)Cl, predict the reaction product. The product is: [F:20][C:2]1([F:1])[O:6][C:5]2[CH:7]=[C:8]([CH3:19])[C:9]([C:11]3[CH:17]=[CH:16][C:14]([NH:15][C:24]([C:23]4[C:22]([F:21])=[CH:30][CH:29]=[CH:28][C:27]=4[F:31])=[O:25])=[CH:13][C:12]=3[F:18])=[CH:10][C:4]=2[O:3]1.